This data is from Reaction yield outcomes from USPTO patents with 853,638 reactions. The task is: Predict the reaction yield, written as a fraction of the theoretical maximum amount of product (1.0 means a 100% yield; for example, 0.34 means a 34% yield). The yield is 0.980. The product is [Cl:16][C:14]1[CH:13]=[CH:12][C:11]([OH:17])=[C:10]([C:4]2[C:5]([Cl:9])=[C:6]([Cl:8])[N:7]=[C:2]([Cl:1])[N:3]=2)[CH:15]=1. The catalyst is O. The reactants are [Cl:1][C:2]1[N:7]=[C:6]([Cl:8])[C:5]([Cl:9])=[C:4]([C:10]2[CH:15]=[C:14]([Cl:16])[CH:13]=[CH:12][C:11]=2[O:17]C)[N:3]=1.C(Cl)Cl.B(Br)(Br)Br.